Predict the product of the given reaction. From a dataset of Forward reaction prediction with 1.9M reactions from USPTO patents (1976-2016). (1) Given the reactants [F:1][C:2]([F:18])([F:17])[C:3]([C:9]1[CH:14]=[C:13]([CH3:15])[CH:12]=[CH:11][C:10]=1[I:16])([OH:8])[C:4]([F:7])([F:6])[F:5].[ClH:19].Cl[O-].[Na+], predict the reaction product. The product is: [Cl:19][I:16]1[C:10]2[CH:11]=[CH:12][C:13]([CH3:15])=[CH:14][C:9]=2[C:3]([C:4]([F:7])([F:6])[F:5])([C:2]([F:1])([F:17])[F:18])[O:8]1. (2) The product is: [Cl:26][C:24]1[N:25]=[C:21]([N:7]([CH2:6][C:5]2[CH:9]=[CH:10][C:2]([Cl:1])=[CH:3][CH:4]=2)[CH3:8])[S:22][C:23]=1[CH:27]=[O:28]. Given the reactants [Cl:1][C:2]1[CH:10]=[CH:9][C:5]([CH2:6][NH:7][CH3:8])=[CH:4][CH:3]=1.C(N(CC)C(C)C)(C)C.Cl[C:21]1[S:22][C:23]([CH:27]=[O:28])=[C:24]([Cl:26])[N:25]=1, predict the reaction product. (3) The product is: [ClH:12].[Cl:12][C:48]1[CH:49]=[C:50]([OH:53])[CH:51]=[C:52]2[C:47]=1[C:46](=[O:60])[N:45]1[CH2:61][CH2:62][NH:42][CH2:43][C@H:44]12. Given the reactants C(N(CC)C(=O)C1C=CC(Br)=CC=1[Cl:12])C.C(N(CC)C(=O)C1C=CC(Br)=CC=1OC(F)(F)F)C.C(OC([N:42]1[CH2:62][CH2:61][N:45]2[C:46](=[O:60])[C:47]3[C:52]([CH:44]2[CH2:43]1)=[CH:51][C:50]([O:53]C)=[CH:49][C:48]=3OC(F)(F)F)=O)(C)(C)C, predict the reaction product.